From a dataset of Forward reaction prediction with 1.9M reactions from USPTO patents (1976-2016). Predict the product of the given reaction. (1) Given the reactants [C:1]([O:5][C:6]([N:8]1[CH2:13][CH2:12][CH:11]([CH2:14][N:15]2[CH2:20][CH2:19][NH:18][CH2:17][C:16]2=[O:21])[CH2:10][CH2:9]1)=[O:7])([CH3:4])([CH3:3])[CH3:2].C(N(CC)CC)C.[Cl:29][CH2:30][S:31](Cl)(=[O:33])=[O:32], predict the reaction product. The product is: [C:1]([O:5][C:6]([N:8]1[CH2:13][CH2:12][CH:11]([CH2:14][N:15]2[CH2:20][CH2:19][N:18]([S:31]([CH2:30][Cl:29])(=[O:33])=[O:32])[CH2:17][C:16]2=[O:21])[CH2:10][CH2:9]1)=[O:7])([CH3:4])([CH3:2])[CH3:3]. (2) Given the reactants [NH:1]1[C:9]2[C:4](=[CH:5][C:6]([C:10]3[C:19]([N:20]4[CH2:25][CH2:24][CH2:23][CH2:22][C@@H:21]4[CH3:26])=[N:18][C:17]4[C:12](=[CH:13][CH:14]=[C:15]([C:27]([O:29]C)=[O:28])[CH:16]=4)[N:11]=3)=[CH:7][CH:8]=2)[CH:3]=[CH:2]1.[OH-].[Na+].O, predict the reaction product. The product is: [NH:1]1[C:9]2[C:4](=[CH:5][C:6]([C:10]3[C:19]([N:20]4[CH2:25][CH2:24][CH2:23][CH2:22][C@@H:21]4[CH3:26])=[N:18][C:17]4[C:12](=[CH:13][CH:14]=[C:15]([C:27]([OH:29])=[O:28])[CH:16]=4)[N:11]=3)=[CH:7][CH:8]=2)[CH:3]=[CH:2]1. (3) Given the reactants [O:1]1[CH2:6][CH2:5][N:4]([CH2:7][CH2:8][OH:9])[CH2:3][CH2:2]1.[H-].[Na+].F[C:13]1[CH:20]=[CH:19][C:18]([N+:21]([O-:23])=[O:22])=[CH:17][C:14]=1[C:15]#[N:16], predict the reaction product. The product is: [O:1]1[CH2:6][CH2:5][N:4]([CH2:7][CH2:8][O:9][C:13]2[CH:20]=[CH:19][C:18]([N+:21]([O-:23])=[O:22])=[CH:17][C:14]=2[C:15]#[N:16])[CH2:3][CH2:2]1. (4) The product is: [CH2:6]([C:8]1[CH:14]=[CH:13][CH:12]=[C:11]([CH3:15])[C:9]=1[NH:10][CH2:18][C@@H:1]([OH:16])[CH2:3][O:5][CH3:4])[CH3:7]. Given the reactants [CH2:1]([CH:3]1[O:5][CH2:4]1)Cl.[CH2:6]([C:8]1[CH:14]=[CH:13][CH:12]=[C:11]([CH3:15])[C:9]=1[NH2:10])[CH3:7].[OH-:16].[K+].[CH3:18]O, predict the reaction product. (5) The product is: [CH3:12][O:13][C:14](=[O:39])[C:15]1[CH:20]=[CH:19][CH:18]=[C:17]([CH2:21][N:22]2[C:33]3[C:38](=[CH:37][CH:36]=[CH:35][CH:34]=3)/[C:24](=[C:25](/[C:26]3[CH:27]=[CH:28][CH:29]=[CH:30][CH:31]=3)\[C:2]3[CH:7]=[CH:6][C:5]([C:8]([F:11])([F:10])[F:9])=[CH:4][CH:3]=3)/[C:23]2=[O:32])[CH:16]=1. Given the reactants I[C:2]1[CH:7]=[CH:6][C:5]([C:8]([F:11])([F:10])[F:9])=[CH:4][CH:3]=1.[CH3:12][O:13][C:14](=[O:39])[C:15]1[CH:20]=[CH:19][CH:18]=[C:17]([CH2:21][N:22]([C:33]2[CH:38]=[CH:37][CH:36]=[CH:35][CH:34]=2)[C:23](=[O:32])[C:24]#[C:25][C:26]2[CH:31]=[CH:30][CH:29]=[CH:28][CH:27]=2)[CH:16]=1, predict the reaction product. (6) Given the reactants C[C:2]1[CH:8]=[CH:7][C:5]([NH2:6])=[CH:4][CH:3]=1.C[CH2:10][O:11]C(C)=O, predict the reaction product. The product is: [CH3:10][O:11][C:2]1[CH:8]=[CH:7][C:5]([NH2:6])=[CH:4][CH:3]=1. (7) Given the reactants [CH:1]1([NH:4][C:5](=[O:8])[CH2:6][SH:7])[CH2:3][CH2:2]1.C[O-].[Na+].Cl[C:13]1[N:20]=[C:19]([O:21][CH:22]([CH3:24])[CH3:23])[C:18]([Cl:25])=[C:17]([CH3:26])[C:14]=1[C:15]#[N:16].ClC1C(Cl)=NC(OC(C)C)=C(C=1C)C#N, predict the reaction product. The product is: [CH:1]1([NH:4][C:5]([C:6]2[S:7][C:13]3=[N:20][C:19]([O:21][CH:22]([CH3:23])[CH3:24])=[C:18]([Cl:25])[C:17]([CH3:26])=[C:14]3[C:15]=2[NH2:16])=[O:8])[CH2:3][CH2:2]1. (8) Given the reactants [N:1]1[C:10]2[CH2:9][CH2:8][CH2:7][CH2:6][C:5]=2[CH:4]=[CH:3][CH:2]=1.ClC1C=CC=C(C(OO)=[O:19])C=1, predict the reaction product. The product is: [N+:1]1([O-:19])[C:10]2[CH2:9][CH2:8][CH2:7][CH2:6][C:5]=2[CH:4]=[CH:3][CH:2]=1. (9) Given the reactants [O:1]=[C:2]([N:19]1[C:27]2[C:22](=[C:23]([C:34]3[O:35][C:36](=[O:39])[NH:37][N:38]=3)[CH:24]=[C:25]([C:28]3[CH:33]=[CH:32][N:31]=[CH:30][CH:29]=3)[CH:26]=2)[CH2:21][CH2:20]1)[C@@H:3]([NH:11]C(=O)OC(C)(C)C)[CH2:4][C:5]1[CH:10]=[CH:9][CH:8]=[CH:7][CH:6]=1.[C:40]([OH:46])([C:42]([F:45])([F:44])[F:43])=[O:41], predict the reaction product. The product is: [OH:46][C:40]([C:42]([F:45])([F:44])[F:43])=[O:41].[NH2:11][C@@H:3]([CH2:4][C:5]1[CH:6]=[CH:7][CH:8]=[CH:9][CH:10]=1)[C:2]([N:19]1[C:27]2[C:22](=[C:23]([C:34]3[O:35][C:36](=[O:39])[NH:37][N:38]=3)[CH:24]=[C:25]([C:28]3[CH:33]=[CH:32][N:31]=[CH:30][CH:29]=3)[CH:26]=2)[CH2:21][CH2:20]1)=[O:1]. (10) The product is: [CH3:1][C:2]1[N:7]([C:8]2[CH:13]=[CH:12][CH:11]=[C:10]([C:14]([F:15])([F:16])[F:17])[CH:9]=2)[C:6](=[O:18])[C:5]([C:19]([NH:21][CH2:22][C:23]2[CH:28]=[CH:27][C:26]([S:29]([CH3:32])(=[O:31])=[O:30])=[CH:25][CH:24]=2)=[O:20])=[CH:4][C:3]=1[S:33]([C:34]1[CH:39]=[CH:38][CH:37]=[CH:36][CH:35]=1)=[O:41]. Given the reactants [CH3:1][C:2]1[N:7]([C:8]2[CH:13]=[CH:12][CH:11]=[C:10]([C:14]([F:17])([F:16])[F:15])[CH:9]=2)[C:6](=[O:18])[C:5]([C:19]([NH:21][CH2:22][C:23]2[CH:28]=[CH:27][C:26]([S:29]([CH3:32])(=[O:31])=[O:30])=[CH:25][CH:24]=2)=[O:20])=[CH:4][C:3]=1[S:33][C:34]1[CH:39]=[CH:38][CH:37]=[CH:36][CH:35]=1.I([O-])(=O)(=O)=[O:41].[Na+].O, predict the reaction product.